From a dataset of Peptide-MHC class I binding affinity with 185,985 pairs from IEDB/IMGT. Regression. Given a peptide amino acid sequence and an MHC pseudo amino acid sequence, predict their binding affinity value. This is MHC class I binding data. (1) The MHC is HLA-B15:01 with pseudo-sequence HLA-B15:01. The peptide sequence is VSHCRATEY. The binding affinity (normalized) is 0.506. (2) The peptide sequence is GSVVASQIF. The MHC is HLA-B58:01 with pseudo-sequence HLA-B58:01. The binding affinity (normalized) is 0.453.